Dataset: Reaction yield outcomes from USPTO patents with 853,638 reactions. Task: Predict the reaction yield, written as a fraction of the theoretical maximum amount of product (1.0 means a 100% yield; for example, 0.34 means a 34% yield). (1) The reactants are [Cl:1][C:2]1[C:3]([O:9][C:10]2[CH:15]=[C:14]([O:16][CH2:17][CH2:18][O:19][CH3:20])[CH:13]=[CH:12][C:11]=2[CH2:21][CH2:22][C:23](OCC)=[O:24])=[N:4][CH:5]=[C:6]([Cl:8])[CH:7]=1.[H-].C([Al+]CC(C)C)C(C)C.CO.O. The catalyst is C(OCC)C.C1(C)C=CC=CC=1. The product is [Cl:1][C:2]1[C:3]([O:9][C:10]2[CH:15]=[C:14]([O:16][CH2:17][CH2:18][O:19][CH3:20])[CH:13]=[CH:12][C:11]=2[CH2:21][CH2:22][CH2:23][OH:24])=[N:4][CH:5]=[C:6]([Cl:8])[CH:7]=1. The yield is 0.810. (2) The reactants are C(Cl)(=O)C(Cl)=O.[CH:7]1[C:19]2[CH:18]([CH2:20][O:21][C:22]([N:24]3[CH2:28][CH2:27][CH2:26][C@H:25]3[C:29]([OH:31])=[O:30])=[O:23])[C:17]3[C:12](=[CH:13][CH:14]=[CH:15][CH:16]=3)[C:11]=2[CH:10]=[CH:9][CH:8]=1.C(N(C(C)C)C(C)C)C.[C:41]([OH:46])(=[O:45])[C@H:42]([CH3:44])O. The catalyst is C(Cl)Cl.CN(C)C=O. The product is [CH:16]1[C:17]2[CH:18]([CH2:20][O:21][C:22]([N:24]3[CH2:28][CH2:27][CH2:26][C@H:25]3[C:29]([O:31][C@@H:42]([CH3:44])[C:41]([OH:46])=[O:45])=[O:30])=[O:23])[C:19]3[C:11](=[CH:10][CH:9]=[CH:8][CH:7]=3)[C:12]=2[CH:13]=[CH:14][CH:15]=1. The yield is 0.710. (3) The reactants are Br[CH2:2][C:3]1[O:7][N:6]=[C:5]([C:8]([NH:10][CH2:11][CH2:12][C:13]2[C:21]3[C:16](=[CH:17][CH:18]=[C:19]([Cl:22])[CH:20]=3)[NH:15][CH:14]=2)=[O:9])[CH:4]=1.[F:23][C:24]1[CH:25]=[C:26](B(O)O)[CH:27]=[CH:28][C:29]=1[F:30].C(=O)([O-])[O-].[Na+].[Na+]. The catalyst is O.C(COC)OC.C1(P([C-]2C=CC=C2)C2C=CC=CC=2)C=CC=CC=1.[C-]1(P(C2C=CC=CC=2)C2C=CC=CC=2)C=CC=C1.[Fe+2].[Pd](Cl)Cl.C1C=CC([P]([Pd]([P](C2C=CC=CC=2)(C2C=CC=CC=2)C2C=CC=CC=2)([P](C2C=CC=CC=2)(C2C=CC=CC=2)C2C=CC=CC=2)[P](C2C=CC=CC=2)(C2C=CC=CC=2)C2C=CC=CC=2)(C2C=CC=CC=2)C2C=CC=CC=2)=CC=1. The product is [Cl:22][C:19]1[CH:20]=[C:21]2[C:16](=[CH:17][CH:18]=1)[NH:15][CH:14]=[C:13]2[CH2:12][CH2:11][NH:10][C:8]([C:5]1[CH:4]=[C:3]([CH2:2][C:27]2[CH:26]=[CH:25][C:24]([F:23])=[C:29]([F:30])[CH:28]=2)[O:7][N:6]=1)=[O:9]. The yield is 0.0700.